This data is from Full USPTO retrosynthesis dataset with 1.9M reactions from patents (1976-2016). The task is: Predict the reactants needed to synthesize the given product. Given the product [F:30][C:8]([F:7])([F:29])[C:9]1[CH:10]=[C:11]2[C:15](=[CH:16][CH:17]=1)[CH:14]([CH2:18][C:19]([NH:5][C:4]([NH2:6])=[NH:3])=[O:20])[N:13]([CH2:24][CH:25]([CH3:27])[CH3:26])[C:12]2=[O:28], predict the reactants needed to synthesize it. The reactants are: [Na].[Cl-].[NH2:3][C:4]([NH2:6])=[NH2+:5].[F:7][C:8]([F:30])([F:29])[C:9]1[CH:10]=[C:11]2[C:15](=[CH:16][CH:17]=1)[CH:14]([CH2:18][C:19](OCC)=[O:20])[N:13]([CH2:24][CH:25]([CH3:27])[CH3:26])[C:12]2=[O:28].